From a dataset of NCI-60 drug combinations with 297,098 pairs across 59 cell lines. Regression. Given two drug SMILES strings and cell line genomic features, predict the synergy score measuring deviation from expected non-interaction effect. (1) Drug 1: C1C(C(OC1N2C=C(C(=O)NC2=O)F)CO)O. Drug 2: CC1C(C(CC(O1)OC2CC(CC3=C2C(=C4C(=C3O)C(=O)C5=C(C4=O)C(=CC=C5)OC)O)(C(=O)CO)O)N)O.Cl. Cell line: MDA-MB-231. Synergy scores: CSS=30.6, Synergy_ZIP=-8.29, Synergy_Bliss=-6.36, Synergy_Loewe=-7.95, Synergy_HSA=-2.95. (2) Drug 1: CS(=O)(=O)C1=CC(=C(C=C1)C(=O)NC2=CC(=C(C=C2)Cl)C3=CC=CC=N3)Cl. Drug 2: C(CN)CNCCSP(=O)(O)O. Cell line: OVCAR-5. Synergy scores: CSS=11.3, Synergy_ZIP=2.92, Synergy_Bliss=0.891, Synergy_Loewe=-6.81, Synergy_HSA=-0.560. (3) Drug 1: CC(C1=C(C=CC(=C1Cl)F)Cl)OC2=C(N=CC(=C2)C3=CN(N=C3)C4CCNCC4)N. Drug 2: C#CCC(CC1=CN=C2C(=N1)C(=NC(=N2)N)N)C3=CC=C(C=C3)C(=O)NC(CCC(=O)O)C(=O)O. Cell line: SF-268. Synergy scores: CSS=-1.19, Synergy_ZIP=2.41, Synergy_Bliss=1.53, Synergy_Loewe=-1.70, Synergy_HSA=-1.51. (4) Drug 2: C(CC(=O)O)C(=O)CN.Cl. Synergy scores: CSS=5.38, Synergy_ZIP=0.118, Synergy_Bliss=1.31, Synergy_Loewe=-2.29, Synergy_HSA=-2.25. Drug 1: CC12CCC3C(C1CCC2O)C(CC4=C3C=CC(=C4)O)CCCCCCCCCS(=O)CCCC(C(F)(F)F)(F)F. Cell line: KM12. (5) Drug 1: C1CN1P(=S)(N2CC2)N3CC3. Drug 2: C1=NC(=NC(=O)N1C2C(C(C(O2)CO)O)O)N. Cell line: SN12C. Synergy scores: CSS=12.3, Synergy_ZIP=-5.19, Synergy_Bliss=-0.562, Synergy_Loewe=-4.98, Synergy_HSA=-2.17. (6) Synergy scores: CSS=57.4, Synergy_ZIP=-6.29, Synergy_Bliss=-8.72, Synergy_Loewe=-9.70, Synergy_HSA=-5.72. Cell line: CCRF-CEM. Drug 1: CC(C1=C(C=CC(=C1Cl)F)Cl)OC2=C(N=CC(=C2)C3=CN(N=C3)C4CCNCC4)N. Drug 2: C1C(C(OC1N2C=C(C(=O)NC2=O)F)CO)O. (7) Drug 1: CC(CN1CC(=O)NC(=O)C1)N2CC(=O)NC(=O)C2. Drug 2: CC1=C(C(=CC=C1)Cl)NC(=O)C2=CN=C(S2)NC3=CC(=NC(=N3)C)N4CCN(CC4)CCO. Cell line: MDA-MB-231. Synergy scores: CSS=28.6, Synergy_ZIP=-4.82, Synergy_Bliss=0.234, Synergy_Loewe=-8.04, Synergy_HSA=1.90.